From a dataset of Full USPTO retrosynthesis dataset with 1.9M reactions from patents (1976-2016). Predict the reactants needed to synthesize the given product. (1) The reactants are: Cl[C:2]1[C:3]2[N:4]([C:14]([C:21]3[CH:26]=[CH:25][CH:24]=[CH:23][C:22]=3[CH3:27])=[N:15][C:16]=2[C:17]([F:20])([F:19])[F:18])[C:5]2[N:11]=[C:10]([O:12][CH3:13])[CH:9]=[CH:8][C:6]=2[N:7]=1.[CH3:28][S:29](Cl)(=[O:31])=[O:30].[N:33]1C=CC=CC=1. Given the product [CH3:13][O:12][C:10]1[CH:9]=[CH:8][C:6]2[N:7]=[C:2]([NH:33][S:29]([CH3:28])(=[O:31])=[O:30])[C:3]3[N:4]([C:14]([C:21]4[CH:26]=[CH:25][CH:24]=[CH:23][C:22]=4[CH3:27])=[N:15][C:16]=3[C:17]([F:20])([F:19])[F:18])[C:5]=2[N:11]=1, predict the reactants needed to synthesize it. (2) Given the product [Cl:1][C:2]1[CH:8]=[CH:7][C:5]([NH:6][CH2:18][CH2:17][CH2:16][OH:15])=[CH:4][CH:3]=1, predict the reactants needed to synthesize it. The reactants are: [Cl:1][C:2]1[CH:8]=[CH:7][C:5]([NH2:6])=[CH:4][CH:3]=1.F[B-](F)(F)F.[Li+].[O:15]1[CH2:18][CH2:17][CH2:16]1.C(=O)(O)[O-].[Na+]. (3) The reactants are: [CH3:1][O:2][C:3]1[CH:8]=[CH:7][C:6]([C:9]2[CH:14]=[CH:13][C:12]([O:15][C:16]([F:19])([F:18])[F:17])=[CH:11][CH:10]=2)=[CH:5][C:4]=1[CH2:20][NH:21][CH:22]1[CH2:27][CH2:26][CH:25]([N:28]([CH3:36])[C:29](=[O:35])[O:30][C:31]([CH3:34])([CH3:33])[CH3:32])[CH2:24][CH2:23]1.[Cl:37][C:38]1[C:39]2[CH:49]=[CH:48][CH:47]=[CH:46][C:40]=2[S:41][C:42]=1[C:43](Cl)=[O:44]. Given the product [Cl:37][C:38]1[C:39]2[CH:49]=[CH:48][CH:47]=[CH:46][C:40]=2[S:41][C:42]=1[C:43]([N:21]([CH2:20][C:4]1[CH:5]=[C:6]([C:9]2[CH:10]=[CH:11][C:12]([O:15][C:16]([F:18])([F:17])[F:19])=[CH:13][CH:14]=2)[CH:7]=[CH:8][C:3]=1[O:2][CH3:1])[CH:22]1[CH2:27][CH2:26][CH:25]([N:28]([CH3:36])[C:29](=[O:35])[O:30][C:31]([CH3:33])([CH3:32])[CH3:34])[CH2:24][CH2:23]1)=[O:44], predict the reactants needed to synthesize it. (4) Given the product [I:1][C:2]1[NH:3][C:4]([C@@H:8]2[CH2:12][CH2:11][C@H:10]([CH3:13])[N:9]2[C:14]([O:16][C:17]([CH3:18])([CH3:20])[CH3:19])=[O:15])=[N:5][CH:6]=1, predict the reactants needed to synthesize it. The reactants are: [I:1][C:2]1[N:3]=[C:4]([C@@H:8]2[CH2:12][CH2:11][C@H:10]([CH3:13])[N:9]2[C:14]([O:16][C:17]([CH3:20])([CH3:19])[CH3:18])=[O:15])[NH:5][C:6]=1I.S([O-])([O-])(=O)=S.[Na+].[Na+]. (5) Given the product [CH3:1][O:2][C:3](=[O:18])[C:4]1[CH:9]=[CH:8][C:7]([O:10][C:11]2[N:16]=[CH:15][C:14]([CH:21]=[CH2:22])=[CH:13][N:12]=2)=[CH:6][CH:5]=1, predict the reactants needed to synthesize it. The reactants are: [CH3:1][O:2][C:3](=[O:18])[C:4]1[CH:9]=[CH:8][C:7]([O:10][C:11]2[N:16]=[CH:15][C:14](Br)=[CH:13][N:12]=2)=[CH:6][CH:5]=1.[Li+].[Cl-].[CH2:21]([Sn](CCCC)(CCCC)C=C)[CH2:22]CC. (6) The reactants are: C1C=C(Cl)C=C(C(OO)=[O:9])C=1.[CH2:12]([O:14][CH2:15][C:16]1[N:17]([CH2:40][CH2:41][CH3:42])[C:18]2[C:27]3[CH:26]=[C:25]([O:28][CH2:29][CH2:30][NH:31][C:32](=[O:38])[O:33][C:34]([CH3:37])([CH3:36])[CH3:35])[CH:24]=[CH:23][C:22]=3[N:21]=[CH:20][C:19]=2[N:39]=1)[CH3:13].C(=O)([O-])[O-].[Na+].[Na+]. Given the product [CH2:12]([O:14][CH2:15][C:16]1[N:17]([CH2:40][CH2:41][CH3:42])[C:18]2[C:27]3[CH:26]=[C:25]([O:28][CH2:29][CH2:30][NH:31][C:32](=[O:38])[O:33][C:34]([CH3:36])([CH3:35])[CH3:37])[CH:24]=[CH:23][C:22]=3[N+:21]([O-:9])=[CH:20][C:19]=2[N:39]=1)[CH3:13], predict the reactants needed to synthesize it.